From a dataset of Peptide-MHC class II binding affinity with 134,281 pairs from IEDB. Regression. Given a peptide amino acid sequence and an MHC pseudo amino acid sequence, predict their binding affinity value. This is MHC class II binding data. (1) The peptide sequence is ASSDITAQLSQLISL. The MHC is DRB5_0101 with pseudo-sequence DRB5_0101. The binding affinity (normalized) is 0.262. (2) The peptide sequence is CQFLKVEKSQLLNEF. The MHC is H-2-IAb with pseudo-sequence H-2-IAb. The binding affinity (normalized) is 0. (3) The peptide sequence is LKGTFTYNKMTCLIL. The MHC is DRB3_0202 with pseudo-sequence DRB3_0202. The binding affinity (normalized) is 0.712. (4) The peptide sequence is AAGAQLLWQLPLLSI. The MHC is DRB4_0101 with pseudo-sequence DRB4_0103. The binding affinity (normalized) is 0.616.